Task: Predict the reactants needed to synthesize the given product.. Dataset: Full USPTO retrosynthesis dataset with 1.9M reactions from patents (1976-2016) The reactants are: [Br:1][C:2]1[CH:3]=[C:4]2[C@:10]3([CH2:14][CH2:13][N:12]([C:15]([O:17][C:18](C)(C)C)=[O:16])[CH2:11]3)[CH2:9][NH:8][C:5]2=[CH:6][CH:7]=1.Cl.[NH2:23][C:24]1[S:25][C:26]([F:29])=[CH:27][N:28]=1.Cl[C:31](OC)=[O:32]. Given the product [Br:1][C:2]1[CH:3]=[C:4]2[C@:10]3([CH2:14][CH2:13][N:12]([C:15]([O:17][CH3:18])=[O:16])[CH2:11]3)[CH2:9][N:8]([C:31](=[O:32])[NH:23][C:24]3[S:25][C:26]([F:29])=[CH:27][N:28]=3)[C:5]2=[CH:6][CH:7]=1, predict the reactants needed to synthesize it.